Dataset: Forward reaction prediction with 1.9M reactions from USPTO patents (1976-2016). Task: Predict the product of the given reaction. (1) The product is: [C:1](=[O:2])([O-:4])[O-:3].[Na+:5].[Na+:5].[C:6](=[O:7])([OH:9])[O-:8].[Na+:5]. Given the reactants [C:1](=[O:4])([OH:3])[OH:2].[Na+:5].[C:6](=[O:9])([O-:8])[O-:7].C(=O)(O)O.[Na+], predict the reaction product. (2) Given the reactants [Cl:1][C:2]1[CH:10]=[CH:9][C:8]2[NH:7][C:6]3[CH2:11][CH2:12][N:13]([CH3:15])[CH2:14][C:5]=3[C:4]=2[CH:3]=1.P([O-])([O-])([O-])=O.[K+].[K+].[K+].N1CCC[C@H]1C(O)=O.Br[CH:33]=[C:34]([C:36]1[S:37][CH:38]=[CH:39][N:40]=1)[CH3:35], predict the reaction product. The product is: [Cl:1][C:2]1[CH:10]=[CH:9][C:8]2[N:7](/[CH:33]=[C:34](/[C:36]3[S:37][CH:38]=[CH:39][N:40]=3)\[CH3:35])[C:6]3[CH2:11][CH2:12][N:13]([CH3:15])[CH2:14][C:5]=3[C:4]=2[CH:3]=1.